Dataset: Full USPTO retrosynthesis dataset with 1.9M reactions from patents (1976-2016). Task: Predict the reactants needed to synthesize the given product. (1) Given the product [C:1]([O:5][C:6]([NH:8][CH2:9][CH2:10][CH2:11][C@@H:12]([CH2:16][C:17]1[N:18]=[CH:19][N:20]2[C:29]3[C:24](=[CH:25][CH:26]=[CH:27][CH:28]=3)[CH2:23][CH2:22][C:21]=12)[C:13]([O:15][CH2:33][CH3:34])=[O:14])=[O:7])([CH3:4])([CH3:2])[CH3:3], predict the reactants needed to synthesize it. The reactants are: [C:1]([O:5][C:6]([NH:8][CH2:9][CH2:10][CH2:11][C@@H:12]([CH2:16][C:17]1[N:18]=[CH:19][N:20]2[C:29]3[C:24](=[CH:25][CH:26]=[CH:27][CH:28]=3)[CH2:23][CH2:22][C:21]=12)[C:13]([OH:15])=[O:14])=[O:7])([CH3:4])([CH3:3])[CH3:2].Cl.CN(C)[CH2:33][CH2:34]CN=C=NCC.C(=O)([O-])O.[Na+]. (2) Given the product [C:1]([C:5]1[CH:6]=[C:7]([CH:24]=[C:25]([C:28]([CH3:31])([CH3:30])[CH3:29])[C:26]=1[OH:27])[CH2:8][N:9]([C:18]1[CH:19]=[N:20][CH:21]=[CH:22][CH:23]=1)[S:10]([CH3:13])(=[O:12])=[O:11])([CH3:4])([CH3:3])[CH3:2], predict the reactants needed to synthesize it. The reactants are: [C:1]([C:5]1[CH:6]=[C:7]([CH:24]=[C:25]([C:28]([CH3:31])([CH3:30])[CH3:29])[C:26]=1[OH:27])[CH2:8][N:9]([C:18]1[CH:19]=[N:20][CH:21]=[CH:22][CH:23]=1)[S:10]([C:13]1SC=CC=1)(=[O:12])=[O:11])([CH3:4])([CH3:3])[CH3:2].S1C=CC=C1S(Cl)(=O)=O.CS(Cl)(=O)=O. (3) Given the product [ClH:18].[F:1][C:2]1[CH:3]=[C:4]([CH:13]([NH2:23])[CH2:14][O:15][CH3:16])[CH:5]=[CH:6][C:7]=1[O:8][C:9]([F:12])([F:11])[F:10], predict the reactants needed to synthesize it. The reactants are: [F:1][C:2]1[CH:3]=[C:4]([C:13](=O)[CH2:14][O:15][CH3:16])[CH:5]=[CH:6][C:7]=1[O:8][C:9]([F:12])([F:11])[F:10].[ClH:18].NO.C([N:23](CC)CC)C. (4) Given the product [Cl:36][C:21]1[C:22]([NH:24][C@H:25]2[CH2:26][CH2:27][C@H:28]([NH:31][S:32]([CH3:35])(=[O:34])=[O:33])[CH2:29][CH2:30]2)=[N:23][C:18]([NH:16][C:13]2[CH:14]=[CH:15][C:8]3[CH2:7][CH2:6][N:5]([CH2:4][CH2:3][O:2][CH3:1])[CH2:11][CH2:10][C:9]=3[CH:12]=2)=[N:19][CH:20]=1, predict the reactants needed to synthesize it. The reactants are: [CH3:1][O:2][CH2:3][CH2:4][N:5]1[CH2:11][CH2:10][C:9]2[CH:12]=[C:13]([NH2:16])[CH:14]=[CH:15][C:8]=2[CH2:7][CH2:6]1.Cl[C:18]1[N:23]=[C:22]([NH:24][C@H:25]2[CH2:30][CH2:29][C@H:28]([NH:31][S:32]([CH3:35])(=[O:34])=[O:33])[CH2:27][CH2:26]2)[C:21]([Cl:36])=[CH:20][N:19]=1. (5) Given the product [CH2:1]([O:3][P:4]([CH2:9][C:10]1[CH:15]=[C:14]([Cl:16])[CH:13]=[CH:12][C:11]=1[O:17][CH2:18][C:19]([N:21]1[CH2:26][C@H:25]([CH3:27])[N:24]([CH2:28][C:29]2[CH:30]=[CH:31][C:32]([F:35])=[CH:33][CH:34]=2)[CH2:23][C@H:22]1[CH3:36])=[O:20])(=[O:5])[OH:8])[CH3:2], predict the reactants needed to synthesize it. The reactants are: [CH2:1]([O:3][P:4]([CH2:9][C:10]1[CH:15]=[C:14]([Cl:16])[CH:13]=[CH:12][C:11]=1[O:17][CH2:18][C:19]([N:21]1[CH2:26][C@H:25]([CH3:27])[N:24]([CH2:28][C:29]2[CH:34]=[CH:33][C:32]([F:35])=[CH:31][CH:30]=2)[CH2:23][C@H:22]1[CH3:36])=[O:20])(=[O:8])[O:5]CC)[CH3:2].C[Si](Br)(C)C. (6) Given the product [Br:13][CH2:9][C:8](=[O:10])[CH:7]([CH:1]1[CH2:6][CH2:5][CH2:4][CH2:3][CH2:2]1)[O:11][CH3:12], predict the reactants needed to synthesize it. The reactants are: [CH:1]1([CH:7]([O:11][CH3:12])[C:8](=[O:10])[CH3:9])[CH2:6][CH2:5][CH2:4][CH2:3][CH2:2]1.[Br:13]Br.O. (7) Given the product [C:69]([CH:44]1[S:43][C:47]([C:49]2[NH:50][C:51]3[C:56]([CH:57]=2)=[C:55]([CH3:58])[CH:54]=[CH:53][C:52]=3[N:59]([CH3:68])[S:60]([C:63]2[S:64][CH:65]=[CH:66][CH:67]=2)(=[O:62])=[O:61])=[N:46][CH2:45]1)#[N:70], predict the reactants needed to synthesize it. The reactants are: C1(P(=O)(C2C=CC=CC=2)C2C=CC=CC=2)C=CC=CC=1.FC(F)(F)S(OS(C(F)(F)F)(=O)=O)(=O)=O.C([S:43][CH:44]([C:69]#[N:70])[CH2:45][NH:46][C:47]([C:49]1[NH:50][C:51]2[C:56]([CH:57]=1)=[C:55]([CH3:58])[CH:54]=[CH:53][C:52]=2[N:59]([CH3:68])[S:60]([C:63]1[S:64][CH:65]=[CH:66][CH:67]=1)(=[O:62])=[O:61])=O)C1C=CC=CC=1.CSC.C(=O)([O-])O.[Na+].